The task is: Predict which catalyst facilitates the given reaction.. This data is from Catalyst prediction with 721,799 reactions and 888 catalyst types from USPTO. (1) Reactant: [NH2:1][CH2:2][CH:3]1[CH2:8][CH2:7][C:6]2[C:9]3[C:14]([NH:15][C:16]4[CH:25]=[CH:24][C:19]5[NH:20][C:21](=[O:23])[S:22][C:18]=5[CH:17]=4)=[N:13][CH:12]=[N:11][C:10]=3[S:26][C:5]=2[CH2:4]1.[OH:27][C@@H:28]([CH2:32][C:33]1[CH:38]=[CH:37][CH:36]=[CH:35][CH:34]=1)[C:29](O)=[O:30].F[P-](F)(F)(F)(F)F.CN(C(=[N+](C)C)ON1C2=NC=CC=C2N=N1)C. Product: [OH:27][C@H:28]([CH2:32][C:33]1[CH:38]=[CH:37][CH:36]=[CH:35][CH:34]=1)[C:29]([NH:1][CH2:2][CH:3]1[CH2:8][CH2:7][C:6]2[C:9]3[C:14]([NH:15][C:16]4[CH:25]=[CH:24][C:19]5[NH:20][C:21](=[O:23])[S:22][C:18]=5[CH:17]=4)=[N:13][CH:12]=[N:11][C:10]=3[S:26][C:5]=2[CH2:4]1)=[O:30]. The catalyst class is: 468. (2) Reactant: B1(C)OC(C2C=CC=CC=2)(C2C=CC=CC=2)[C@@H]2N1CCC2.C1(C)C=CC=CC=1.C[O:30][C:31]([C:33]1[CH:42]=[CH:41][C:40]2[C:39](=[O:43])[CH2:38][CH2:37][CH2:36][C:35]=2[CH:34]=1)=O.CO. Product: [OH:30][CH2:31][C:33]1[CH:34]=[C:35]2[C:40](=[CH:41][CH:42]=1)[C@@H:39]([OH:43])[CH2:38][CH2:37][CH2:36]2. The catalyst class is: 1. (3) Reactant: [C:1]([O:5][C:6](=[O:34])[NH:7][C:8]([C:10]1[S:11][C:12]([S:32][CH3:33])=[C:13]([S:15]([C:18]2[CH:19]=[C:20]([C:24]3[CH:29]=[CH:28][C:27]([NH2:30])=[CH:26][C:25]=3[CH3:31])[CH:21]=[CH:22][CH:23]=2)(=[O:17])=[O:16])[CH:14]=1)=[NH:9])([CH3:4])([CH3:3])[CH3:2].C(=O)([O-])[O-].[Cs+].[Cs+].[CH2:41]([O:43][P:44]([CH2:49]OS(C(F)(F)F)(=O)=O)([O:46][CH2:47][CH3:48])=[O:45])[CH3:42]. Product: [CH2:41]([O:43][P:44]([CH2:49][NH:30][C:27]1[CH:28]=[CH:29][C:24]([C:20]2[CH:21]=[CH:22][CH:23]=[C:18]([S:15]([C:13]3[CH:14]=[C:10]([C:8]([NH:7][C:6]([O:5][C:1]([CH3:4])([CH3:3])[CH3:2])=[O:34])=[NH:9])[S:11][C:12]=3[S:32][CH3:33])(=[O:17])=[O:16])[CH:19]=2)=[C:25]([CH3:31])[CH:26]=1)(=[O:45])[O:46][CH2:47][CH3:48])[CH3:42]. The catalyst class is: 80. (4) Reactant: C(OC([N:8]1[CH2:12][CH2:11][CH:10]([O:13][C:14]2[CH:19]=[CH:18][C:17]([F:20])=[CH:16][CH:15]=2)[CH2:9]1)=O)(C)(C)C.O.C(O)(C(F)(F)F)=O.[CH3:29][C:30]1[CH:31]=[CH:32][C:33]([S:36]([OH:39])(=[O:38])=[O:37])=[CH:34][CH:35]=1. Product: [S:36]([C:33]1[CH:34]=[CH:35][C:30]([CH3:29])=[CH:31][CH:32]=1)([OH:39])(=[O:38])=[O:37].[F:20][C:17]1[CH:18]=[CH:19][C:14]([O:13][CH:10]2[CH2:11][CH2:12][NH:8][CH2:9]2)=[CH:15][CH:16]=1. The catalyst class is: 4. (5) Reactant: [NH2:1][C:2]1[CH:14]=[CH:13][C:5]2[CH:6]=[C:7]([C:9]([O:11][CH3:12])=[O:10])[S:8][C:4]=2[CH:3]=1.[CH2:15](Br)[C:16]1[CH:21]=[CH:20][CH:19]=[CH:18][CH:17]=1.C(=O)([O-])[O-].[K+].[K+]. Product: [CH3:12][O:11][C:9]([C:7]1[S:8][C:4]2[CH:3]=[C:2]([N:1]([CH2:6][C:5]3[CH:13]=[CH:14][CH:2]=[CH:3][CH:4]=3)[CH2:15][C:16]3[CH:21]=[CH:20][CH:19]=[CH:18][CH:17]=3)[CH:14]=[CH:13][C:5]=2[CH:6]=1)=[O:10]. The catalyst class is: 3. (6) Reactant: [CH:1]1([CH2:4][O:5][C:6]2[CH:7]=[CH:8][C:9]3[N:10]([N:12]=[C:13]([C:15]4[CH:32]=[CH:31][C:18]([O:19][CH2:20][C@@H:21]([NH:23][C:24](=O)[O:25]C(C)(C)C)[CH3:22])=[CH:17][C:16]=4[F:33])[CH:14]=3)[CH:11]=2)[CH2:3][CH2:2]1.Cl.[C:35](OCC)(=O)C. Product: [CH:1]1([CH2:4][O:5][C:6]2[CH:7]=[CH:8][C:9]3[N:10]([N:12]=[C:13]([C:15]4[CH:32]=[CH:31][C:18]([O:19][CH2:20][C@@H:21]([NH:23][C:24](=[O:25])[CH3:35])[CH3:22])=[CH:17][C:16]=4[F:33])[CH:14]=3)[CH:11]=2)[CH2:2][CH2:3]1. The catalyst class is: 13. (7) Product: [C:3]([NH:6][CH2:7][CH2:8][NH:9][C:10]1[N:15]=[C:14]([C:16]2[CH:21]=[CH:20][CH:19]=[CH:18][CH:17]=2)[N:13]=[C:12]([NH:22][C:23](=[O:26])[CH2:24][N:36]2[CH2:37][CH2:38][CH2:39][N:33]([CH2:32][C:31]3[CH:40]=[CH:41][CH:42]=[C:29]([C:28]([F:43])([F:44])[F:27])[CH:30]=3)[CH2:34][CH2:35]2)[CH:11]=1)(=[O:5])[CH3:4]. The catalyst class is: 577. Reactant: [I-].[Na+].[C:3]([NH:6][CH2:7][CH2:8][NH:9][C:10]1[N:15]=[C:14]([C:16]2[CH:21]=[CH:20][CH:19]=[CH:18][CH:17]=2)[N:13]=[C:12]([NH:22][C:23](=[O:26])[CH2:24]Cl)[CH:11]=1)(=[O:5])[CH3:4].[F:27][C:28]([F:44])([F:43])[C:29]1[CH:30]=[C:31]([CH:40]=[CH:41][CH:42]=1)[CH2:32][N:33]1[CH2:39][CH2:38][CH2:37][NH:36][CH2:35][CH2:34]1.CCN(C(C)C)C(C)C.